From a dataset of Reaction yield outcomes from USPTO patents with 853,638 reactions. Predict the reaction yield, written as a fraction of the theoretical maximum amount of product (1.0 means a 100% yield; for example, 0.34 means a 34% yield). The reactants are [NH:1]([C:3]1[CH:8]=[C:7]([C:9]#[N:10])[CH:6]=[CH:5][N:4]=1)[NH2:2].C([O:13][C:14](=O)[CH:15]([C:19]1[CH:24]=[CH:23][CH:22]=[CH:21][CH:20]=1)[C:16](=O)[CH3:17])C. No catalyst specified. The product is [OH:13][C:14]1[N:1]([C:3]2[CH:8]=[C:7]([C:9]#[N:10])[CH:6]=[CH:5][N:4]=2)[N:2]=[C:16]([CH3:17])[C:15]=1[C:19]1[CH:24]=[CH:23][CH:22]=[CH:21][CH:20]=1. The yield is 0.290.